From a dataset of Full USPTO retrosynthesis dataset with 1.9M reactions from patents (1976-2016). Predict the reactants needed to synthesize the given product. (1) Given the product [F:17][C:11]1[CH:10]=[C:9]([CH:8]=[CH:7][C:6]([OH:18])=[O:5])[CH:14]=[CH:13][C:12]=1[CH:15]=[O:16], predict the reactants needed to synthesize it. The reactants are: C([O:5][C:6](=[O:18])[CH:7]=[CH:8][C:9]1[CH:14]=[CH:13][C:12]([CH:15]=[O:16])=[C:11]([F:17])[CH:10]=1)(C)(C)C. (2) Given the product [CH3:5][N:4]1[CH2:3][C:2]([CH3:6])([CH3:1])[NH:7][C:10]([CH2:12][CH3:13])([CH2:8][CH3:9])[C:16]1=[O:14], predict the reactants needed to synthesize it. The reactants are: [CH3:1][C:2]([NH2:7])([CH3:6])[CH2:3][NH:4][CH3:5].[CH2:8]([C:10]([CH2:12][CH3:13])=O)[CH3:9].[OH-:14].[Na+].[CH:16](Cl)(Cl)Cl. (3) Given the product [C:17]([N:14]1[CH2:15][CH2:16][CH:11]([C:8]2([C:6]([OH:7])=[O:5])[CH2:10][CH2:9]2)[CH2:12][CH2:13]1)(=[O:19])[CH3:18], predict the reactants needed to synthesize it. The reactants are: C([O:5][C:6]([C:8]1([CH:11]2[CH2:16][CH2:15][N:14]([C:17](=[O:19])[CH3:18])[CH2:13][CH2:12]2)[CH2:10][CH2:9]1)=[O:7])(C)(C)C.C([SiH](CC)CC)C.FC(F)(F)C(O)=O. (4) Given the product [CH3:1][O:2][C:3]1[N:4]=[C:5]2[C:10](=[CH:11][CH:12]=1)[N:9]=[CH:8][CH:7]=[C:6]2[N:13]1[CH:21]=[C:20]2[C:15]([CH2:16][CH2:17][CH:18]([NH:22][CH2:23][CH:24]=[CH:25][C:26]3[CH:31]=[CH:30][CH:29]=[CH:28][CH:27]=3)[CH2:19]2)=[N:14]1, predict the reactants needed to synthesize it. The reactants are: [CH3:1][O:2][C:3]1[N:4]=[C:5]2[C:10](=[CH:11][CH:12]=1)[N:9]=[CH:8][CH:7]=[C:6]2[N:13]1[CH:21]=[C:20]2[C:15]([CH2:16][CH2:17][CH:18]([NH2:22])[CH2:19]2)=[N:14]1.[CH:23](=O)/[CH:24]=[CH:25]/[C:26]1[CH:31]=[CH:30][CH:29]=[CH:28][CH:27]=1.[BH4-].[Na+].[OH-].[Na+]. (5) Given the product [Br:1][C:38]1[C:37]2[C:46]([CH:45]=[C:44]3[C:39]=1[CH:40]=[CH:41][CH:42]=[CH:43]3)=[C:33]1[CH:32]=[CH:31][CH:30]=[C:29]([C:22]3[C:21]4[C:16](=[CH:17][CH:18]=[CH:19][CH:20]=4)[C:15]([C:9]4[CH:10]=[CH:11][CH:12]=[CH:13][CH:14]=4)=[C:28]4[C:23]=3[CH:24]=[CH:25][CH:26]=[CH:27]4)[C:34]1=[CH:35][CH:36]=2, predict the reactants needed to synthesize it. The reactants are: [Br:1]N1C(=O)CCC1=O.[C:9]1([C:15]2[C:16]3[C:21]([C:22]([C:29]4[C:34]5=[CH:35][CH:36]=[C:37]6[C:46]([CH:45]=[C:44]7[C:39]([CH:40]=[CH:41][CH:42]=[CH:43]7)=[CH:38]6)=[C:33]5[CH:32]=[CH:31][CH:30]=4)=[C:23]4[C:28]=2[CH:27]=[CH:26][CH:25]=[CH:24]4)=[CH:20][CH:19]=[CH:18][CH:17]=3)[CH:14]=[CH:13][CH:12]=[CH:11][CH:10]=1.C(O)C.